This data is from Full USPTO retrosynthesis dataset with 1.9M reactions from patents (1976-2016). The task is: Predict the reactants needed to synthesize the given product. (1) Given the product [CH3:27][C:26]1([CH3:28])[N:22]([CH2:21][CH2:20][NH:19][C:15]2[N:14]=[C:13]([C:10]3[S:9][C:8]([S:5]([N:4]([CH3:31])[CH2:3][CH2:2][N:32]4[CH2:36][CH2:35][CH2:34][CH2:33]4)(=[O:7])=[O:6])=[CH:12][CH:11]=3)[CH:18]=[CH:17][N:16]=2)[C:23](=[O:30])[NH:24][C:25]1=[O:29], predict the reactants needed to synthesize it. The reactants are: Cl[CH2:2][CH2:3][N:4]([CH3:31])[S:5]([C:8]1[S:9][C:10]([C:13]2[CH:18]=[CH:17][N:16]=[C:15]([NH:19][CH2:20][CH2:21][N:22]3[C:26]([CH3:28])([CH3:27])[C:25](=[O:29])[NH:24][C:23]3=[O:30])[N:14]=2)=[CH:11][CH:12]=1)(=[O:7])=[O:6].[NH:32]1[CH2:36][CH2:35][CH2:34][CH2:33]1.[I-].[Na+]. (2) Given the product [O:1]([CH2:2][CH:3]1[CH2:12][N:7]2[CH2:8][CH2:9][N:10]([C:14]3[CH:19]=[N:18][CH:17]=[CH:16][N:15]=3)[CH2:11][CH:6]2[CH2:5][CH2:4]1)[C:20]1[CH:25]=[CH:24][CH:23]=[CH:22][CH:21]=1, predict the reactants needed to synthesize it. The reactants are: [OH:1][CH2:2][CH:3]1[CH2:12][N:7]2[CH2:8][CH2:9][NH:10][CH2:11][CH:6]2[CH2:5][CH2:4]1.Cl[C:14]1[CH:19]=[N:18][CH:17]=[CH:16][N:15]=1.[C:20]1(O)[CH:25]=[CH:24][CH:23]=[CH:22][CH:21]=1. (3) Given the product [C:1]([O:5][C:6](=[O:26])[NH:7][C@H:8]([C:12]1[CH:17]=[C:16]([C:28]2[CH:33]=[CH:32][N:31]=[CH:30][C:29]=2[NH2:34])[CH:15]=[N:14][CH:13]=1)[CH2:9][CH:10]=[CH2:11])([CH3:2])([CH3:3])[CH3:4], predict the reactants needed to synthesize it. The reactants are: [C:1]([O:5][C:6](=[O:26])[NH:7][C@H:8]([C:12]1[CH:13]=[N:14][CH:15]=[C:16](B2OCC(C)(C)CO2)[CH:17]=1)[CH2:9][CH:10]=[CH2:11])([CH3:4])([CH3:3])[CH3:2].Br[C:28]1[CH:33]=[CH:32][N:31]=[CH:30][C:29]=1[NH2:34].C([O-])(O)=O.[Na+].O1CCOCC1. (4) Given the product [CH3:1][O:2][C:3]([C:5]1[CH:6]=[C:7]2[C:11](=[CH:12][CH:13]=1)[N:10]([CH:14]1[CH2:18][CH2:17][CH2:16][CH2:15]1)[CH:9]=[CH:8]2)=[O:4], predict the reactants needed to synthesize it. The reactants are: [CH3:1][O:2][C:3]([C:5]1[CH:6]=[C:7]2[C:11](=[CH:12][CH:13]=1)[NH:10][CH:9]=[CH:8]2)=[O:4].[CH:14]1(Br)[CH2:18][CH2:17][CH2:16][CH2:15]1.